Task: Predict the product of the given reaction.. Dataset: Forward reaction prediction with 1.9M reactions from USPTO patents (1976-2016) (1) Given the reactants [F:1][C:2]1[CH:37]=[C:36]([NH:38][C:39]([NH:41][C:42](=[O:51])[CH2:43][C:44]2[CH:49]=[CH:48][C:47]([F:50])=[CH:46][CH:45]=2)=[S:40])[CH:35]=[CH:34][C:3]=1[O:4][C:5]1[CH:10]=[CH:9][N:8]=[C:7]2[CH:11]=[C:12]([C:14]3[N:19]=[CH:18][C:17]([CH2:20][CH2:21][N:22]([CH2:30][CH2:31][O:32][CH3:33])C(=O)OC(C)(C)C)=[CH:16][CH:15]=3)[S:13][C:6]=12.Cl, predict the reaction product. The product is: [F:1][C:2]1[CH:37]=[C:36]([NH:38][C:39]([NH:41][C:42](=[O:51])[CH2:43][C:44]2[CH:45]=[CH:46][C:47]([F:50])=[CH:48][CH:49]=2)=[S:40])[CH:35]=[CH:34][C:3]=1[O:4][C:5]1[CH:10]=[CH:9][N:8]=[C:7]2[CH:11]=[C:12]([C:14]3[CH:15]=[CH:16][C:17]([CH2:20][CH2:21][NH:22][CH2:30][CH2:31][O:32][CH3:33])=[CH:18][N:19]=3)[S:13][C:6]=12. (2) Given the reactants [Cl:1][C:2]1[CH:3]=[C:4]([C:7]([O:9]N2C(=O)CCC2=O)=O)[NH:5][CH:6]=1.[Cl-].[C:18]([C:20]1[CH:21]=[C:22]([C:27]#[C:28][CH2:29][NH2+:30][CH2:31][C:32]2[CH:37]=[CH:36][C:35]([O:38][CH3:39])=[CH:34][C:33]=2[O:40][CH3:41])[CH:23]=[CH:24][C:25]=1[F:26])#[N:19].C([O-])(O)=O.[Na+], predict the reaction product. The product is: [Cl:1][C:2]1[CH:3]=[C:4]([C:7]([N:30]([CH2:29][C:28]#[C:27][C:22]2[CH:23]=[CH:24][C:25]([F:26])=[C:20]([C:18]#[N:19])[CH:21]=2)[CH2:31][C:32]2[CH:37]=[CH:36][C:35]([O:38][CH3:39])=[CH:34][C:33]=2[O:40][CH3:41])=[O:9])[NH:5][CH:6]=1. (3) The product is: [O:18]1[CH2:22][CH2:21][CH2:20][CH:19]1[CH2:23][CH2:24][NH:25][C:15]([C:12]1[CH:11]=[C:10]([CH2:9][O:8][CH2:1][C:2]2[CH:3]=[CH:4][CH:5]=[CH:6][CH:7]=2)[O:14][N:13]=1)=[O:17]. Given the reactants [CH2:1]([O:8][CH2:9][C:10]1[O:14][N:13]=[C:12]([C:15]([OH:17])=O)[CH:11]=1)[C:2]1[CH:7]=[CH:6][CH:5]=[CH:4][CH:3]=1.[O:18]1[CH2:22][CH2:21][CH2:20][CH:19]1[CH2:23][CH2:24][NH2:25].ON1C2C=CC=CC=2N=N1.Cl.C(N=C=NCCCN(C)C)C, predict the reaction product. (4) Given the reactants [F:1][C:2]1[C:16]([N+:17]([O-])=O)=[CH:15][C:5]([C:6]([C:8]2[C:13]([CH3:14])=[CH:12][CH:11]=[CH:10][N:9]=2)=[O:7])=[CH:4][CH:3]=1, predict the reaction product. The product is: [CH3:14][C:13]1[C:8]([C:6]([C:5]2[CH:4]=[CH:3][C:2]([F:1])=[C:16]([NH2:17])[CH:15]=2)=[O:7])=[N:9][CH:10]=[CH:11][CH:12]=1. (5) The product is: [ClH:7].[Br:1][C:2]1[N:6]=[C:5]([C:24]2[CH2:25][C@H:26]3[CH2:21][NH:34][CH2:33][C@H:22]3[CH:23]=2)[S:4][N:3]=1. Given the reactants [Br:1][C:2]1[N:6]=[C:5]([Cl:7])[S:4][N:3]=1.[C:21]1([As]([C:21]2[CH:26]=[CH:25][CH:24]=[CH:23][CH:22]=2)[C:21]2[CH:26]=[CH:25][CH:24]=[CH:23][CH:22]=2)[CH:26]=[CH:25][CH:24]=[CH:23][CH:22]=1.Cl.C(OCC)C.[CH3:33][N:34]1CCCC1=O, predict the reaction product. (6) Given the reactants [CH3:1][O:2][C:3]1[CH:4]=[C:5]2[C:10](=[CH:11][C:12]=1[O:13][CH3:14])[N:9]=[CH:8][N:7]=[C:6]2[O:15][C:16]1[CH:22]=[CH:21][C:19]([NH2:20])=[CH:18][CH:17]=1.Cl[C:24](Cl)([O:26][C:27](=[O:33])OC(Cl)(Cl)Cl)Cl.[CH:35]1([CH2:41]CO)[CH2:40][CH2:39][CH2:38][CH2:37][CH2:36]1.C(=O)(O)[O-].[Na+], predict the reaction product. The product is: [CH3:1][O:2][C:3]1[CH:4]=[C:5]2[C:10](=[CH:11][C:12]=1[O:13][CH3:14])[N:9]=[CH:8][N:7]=[C:6]2[O:15][C:16]1[CH:22]=[CH:21][C:19]([NH:20][C:27](=[O:33])[O:26][CH2:24][CH2:41][CH:35]2[CH2:40][CH2:39][CH2:38][CH2:37][CH2:36]2)=[CH:18][CH:17]=1. (7) Given the reactants C([O:3][C:4]([C:6]1[CH:7]=[C:8]2[C:13](=[CH:14][CH:15]=1)[CH2:12][N:11]([CH:16]1[CH2:18][CH2:17]1)[CH2:10][C:9]2([CH3:20])[CH3:19])=O)C.[H-].C([Al+]CC(C)C)C(C)C, predict the reaction product. The product is: [CH:16]1([N:11]2[CH2:10][C:9]([CH3:19])([CH3:20])[C:8]3[C:13](=[CH:14][CH:15]=[C:6]([CH2:4][OH:3])[CH:7]=3)[CH2:12]2)[CH2:18][CH2:17]1.